Dataset: Full USPTO retrosynthesis dataset with 1.9M reactions from patents (1976-2016). Task: Predict the reactants needed to synthesize the given product. (1) Given the product [Cl:1][C:2]1[CH:3]=[C:4]2[C:8](=[CH:9][CH:10]=1)[N:7]([CH3:11])[CH:6]=[CH:5]2, predict the reactants needed to synthesize it. The reactants are: [Cl:1][C:2]1[CH:3]=[C:4]2[C:8](=[CH:9][CH:10]=1)[NH:7][CH:6]=[CH:5]2.[CH3:11]C1C2C(=CC=CC=2)NC=1. (2) Given the product [C:27]([O:31][C:32]([N:34]1[CH2:39][CH2:38][CH:37]([CH2:40][NH:41][C:24]([C:21]2[C:17]3[N:18]=[CH:19][N:20]=[C:15]([C:7]4[C:8]5[O:12][CH2:11][O:10][C:9]=5[CH:13]=[CH:14][C:6]=4[O:5][CH2:4][CH:1]4[CH2:3][CH2:2]4)[C:16]=3[NH:23][CH:22]=2)=[O:25])[CH2:36][CH2:35]1)=[O:33])([CH3:30])([CH3:29])[CH3:28], predict the reactants needed to synthesize it. The reactants are: [CH:1]1([CH2:4][O:5][C:6]2[CH:14]=[CH:13][C:9]3[O:10][CH2:11][O:12][C:8]=3[C:7]=2[C:15]2[C:16]3[NH:23][CH:22]=[C:21]([C:24](O)=[O:25])[C:17]=3[N:18]=[CH:19][N:20]=2)[CH2:3][CH2:2]1.[C:27]([O:31][C:32]([N:34]1[CH2:39][CH2:38][CH:37]([CH2:40][NH2:41])[CH2:36][CH2:35]1)=[O:33])([CH3:30])([CH3:29])[CH3:28]. (3) Given the product [Br:1][C:2]1[S:6][C:5]([C:7]2[C:12]([CH3:13])=[CH:11][N:10]=[C:9]([NH:18][CH2:19][CH2:20][N:21]3[CH2:25][CH2:24][NH:23][C:22]3=[O:26])[N:8]=2)=[CH:4][CH:3]=1, predict the reactants needed to synthesize it. The reactants are: [Br:1][C:2]1[S:6][C:5]([C:7]2[C:12]([CH3:13])=[CH:11][N:10]=[C:9](S(C)(=O)=O)[N:8]=2)=[CH:4][CH:3]=1.[NH2:18][CH2:19][CH2:20][N:21]1[CH2:25][CH2:24][NH:23][C:22]1=[O:26]. (4) Given the product [Cl:19][CH2:12][C:11]1[C:7]([CH2:6][O:5][C:2]([CH3:4])([CH3:3])[CH3:1])=[N:8][O:9][C:10]=1[CH:14]([CH3:16])[CH3:15], predict the reactants needed to synthesize it. The reactants are: [CH3:1][C:2]([O:5][CH2:6][C:7]1[C:11]([CH2:12]O)=[C:10]([CH:14]([CH3:16])[CH3:15])[O:9][N:8]=1)([CH3:4])[CH3:3].S(Cl)([Cl:19])=O. (5) Given the product [F:62][C:57]1([F:61])[C:50]2[N:51]([CH2:53][C:54]([NH:1][C@H:2]([C:12]3[C:17]([C:18]4[CH:19]=[CH:20][CH:21]=[C:22]5[C:26]=4[N:25]([CH3:27])[N:24]=[C:23]5[NH:28][S:29]([CH3:32])(=[O:31])=[O:30])=[CH:16][CH:15]=[C:14]([C:33]#[C:34][C:35]([OH:38])([CH3:36])[CH3:37])[N:13]=3)[CH2:3][C:4]3[CH:5]=[C:6]([F:11])[CH:7]=[C:8]([F:10])[CH:9]=3)=[O:55])[N:52]=[C:48]([C:47]([F:64])([F:63])[F:46])[C:49]=2[C@H:59]2[CH2:60][C@@H:58]12, predict the reactants needed to synthesize it. The reactants are: [NH2:1][C@H:2]([C:12]1[C:17]([C:18]2[CH:19]=[CH:20][CH:21]=[C:22]3[C:26]=2[N:25]([CH3:27])[N:24]=[C:23]3[NH:28][S:29]([CH3:32])(=[O:31])=[O:30])=[CH:16][CH:15]=[C:14]([C:33]#[C:34][C:35]([OH:38])([CH3:37])[CH3:36])[N:13]=1)[CH2:3][C:4]1[CH:9]=[C:8]([F:10])[CH:7]=[C:6]([F:11])[CH:5]=1.C(N(CC)CC)C.[F:46][C:47]([F:64])([F:63])[C:48]1[C:49]2[C@H:59]3[CH2:60][C@H:58]3[C:57]([F:62])([F:61])[C:50]=2[N:51]([CH2:53][C:54](O)=[O:55])[N:52]=1.CN(C(ON1N=NC2C=CC=NC1=2)=[N+](C)C)C.F[P-](F)(F)(F)(F)F. (6) Given the product [C:13]1([C:2]2[CH:3]=[CH:4][C:5]3[N:6]([C:8]([CH2:11][OH:12])=[N:9][N:10]=3)[N:7]=2)[CH:18]=[CH:17][CH:16]=[CH:15][CH:14]=1, predict the reactants needed to synthesize it. The reactants are: Cl[C:2]1[CH:3]=[CH:4][C:5]2[N:6]([C:8]([CH2:11][OH:12])=[N:9][N:10]=2)[N:7]=1.[C:13]1(B(O)O)[CH:18]=[CH:17][CH:16]=[CH:15][CH:14]=1.C([O-])([O-])=O.[K+].[K+].O1CCOCC1.